Dataset: Full USPTO retrosynthesis dataset with 1.9M reactions from patents (1976-2016). Task: Predict the reactants needed to synthesize the given product. (1) Given the product [C:1]([NH:21][CH2:22][CH2:23][CH2:24][CH2:25][N:26]1[CH:33]=[CH:32][C:30](=[O:31])[NH:29][C:27]1=[O:28])([C:14]1[CH:19]=[CH:18][CH:17]=[CH:16][CH:15]=1)([C:8]1[CH:13]=[CH:12][CH:11]=[CH:10][CH:9]=1)[C:2]1[CH:7]=[CH:6][CH:5]=[CH:4][CH:3]=1, predict the reactants needed to synthesize it. The reactants are: [C:1](Cl)([C:14]1[CH:19]=[CH:18][CH:17]=[CH:16][CH:15]=1)([C:8]1[CH:13]=[CH:12][CH:11]=[CH:10][CH:9]=1)[C:2]1[CH:7]=[CH:6][CH:5]=[CH:4][CH:3]=1.[NH2:21][CH2:22][CH2:23][CH2:24][CH2:25][N:26]1[CH:33]=[CH:32][C:30](=[O:31])[NH:29][C:27]1=[O:28].O. (2) Given the product [CH3:1][O:2][C:3](=[O:12])[C:4]1[CH:9]=[CH:8][C:7]([O:10][CH3:11])=[C:6]([C:16](=[O:17])[C:15]2[CH:19]=[CH:20][CH:21]=[CH:22][C:14]=2[CH3:13])[CH:5]=1, predict the reactants needed to synthesize it. The reactants are: [CH3:1][O:2][C:3](=[O:12])[C:4]1[CH:9]=[CH:8][C:7]([O:10][CH3:11])=[CH:6][CH:5]=1.[CH3:13][C:14]1[CH:22]=[CH:21][CH:20]=[CH:19][C:15]=1[C:16](Cl)=[O:17].[Sn](Cl)(Cl)(Cl)Cl. (3) Given the product [Si:1]([O:8][CH2:9][C:10]([NH:13][C:14]([C:16]1[C:20]2=[N:21][C:22]([C:25]3[C:33]4[C:28](=[CH:29][C:30]([CH3:34])=[CH:31][CH:32]=4)[N:27]([CH2:55][C:56]([N:58]4[CH2:63][CH2:62][O:61][CH2:60][CH2:59]4)=[O:57])[N:26]=3)=[CH:23][N:24]=[C:19]2[N:18]([C:35]([C:36]2[CH:37]=[CH:38][CH:39]=[CH:40][CH:41]=2)([C:42]2[CH:43]=[CH:44][CH:45]=[CH:46][CH:47]=2)[C:48]2[CH:49]=[CH:50][CH:51]=[CH:52][CH:53]=2)[CH:17]=1)=[O:15])([CH3:11])[CH3:12])([C:4]([CH3:6])([CH3:7])[CH3:5])([CH3:2])[CH3:3], predict the reactants needed to synthesize it. The reactants are: [Si:1]([O:8][CH2:9][C:10]([NH:13][C:14]([C:16]1[C:20]2=[N:21][C:22]([C:25]3[C:33]4[C:28](=[CH:29][C:30]([CH3:34])=[CH:31][CH:32]=4)[NH:27][N:26]=3)=[CH:23][N:24]=[C:19]2[N:18]([C:35]([C:48]2[CH:53]=[CH:52][CH:51]=[CH:50][CH:49]=2)([C:42]2[CH:47]=[CH:46][CH:45]=[CH:44][CH:43]=2)[C:36]2[CH:41]=[CH:40][CH:39]=[CH:38][CH:37]=2)[CH:17]=1)=[O:15])([CH3:12])[CH3:11])([C:4]([CH3:7])([CH3:6])[CH3:5])([CH3:3])[CH3:2].Cl[CH2:55][C:56]([N:58]1[CH2:63][CH2:62][O:61][CH2:60][CH2:59]1)=[O:57].C([O-])([O-])=O.[K+].[K+].C(OCC)(=O)C. (4) Given the product [CH2:1]([O:3][C:4](=[O:14])[C:5]1[CH:10]=[CH:9][C:8]([Br:11])=[C:7]([CH2:12][N:24]([C:23]([O:22][CH2:15][C:16]2[CH:21]=[CH:20][CH:19]=[CH:18][CH:17]=2)=[O:27])[CH2:25][CH3:26])[CH:6]=1)[CH3:2], predict the reactants needed to synthesize it. The reactants are: [CH2:1]([O:3][C:4](=[O:14])[C:5]1[CH:10]=[CH:9][C:8]([Br:11])=[C:7]([CH2:12]Br)[CH:6]=1)[CH3:2].[CH2:15]([O:22][C:23](=[O:27])[NH:24][CH2:25][CH3:26])[C:16]1[CH:21]=[CH:20][CH:19]=[CH:18][CH:17]=1.[H-].[Na+]. (5) Given the product [F:1][C:2]1[CH:24]=[CH:23][C:5]2[S:6][C:7]([C:9]([NH:11][C@@H:12]([CH2:16][C:17]3[CH:18]=[CH:19][CH:20]=[CH:21][CH:22]=3)[C:13]([OH:15])=[O:14])=[O:10])=[CH:8][C:4]=2[CH:3]=1, predict the reactants needed to synthesize it. The reactants are: [F:1][C:2]1[CH:24]=[CH:23][C:5]2[S:6][C:7]([C:9]([NH:11][C@H:12]([CH2:16][C:17]3[CH:22]=[CH:21][CH:20]=[CH:19][CH:18]=3)[C:13]([OH:15])=[O:14])=[O:10])=[CH:8][C:4]=2[CH:3]=1.C(OC(=O)[C@H](CC1C=CC=CC=1)N)(C)(C)C. (6) Given the product [CH3:19][C:14]1[C:13]([S:10]([N:9]2[C@H:3]([C:4]([O:6][CH2:7][CH3:8])=[O:5])[CH2:2][NH:1][C:21]2=[O:22])(=[O:11])=[O:12])=[C:17]([CH3:18])[O:16][N:15]=1, predict the reactants needed to synthesize it. The reactants are: [NH2:1][CH2:2][C@H:3]([NH:9][S:10]([C:13]1[C:14]([CH3:19])=[N:15][O:16][C:17]=1[CH3:18])(=[O:12])=[O:11])[C:4]([O:6][CH2:7][CH3:8])=[O:5].Cl[C:21](OC1C=CC([N+]([O-])=O)=CC=1)=[O:22].CCN(C(C)C)C(C)C.C([O-])(O)=O.[Na+].Cl. (7) Given the product [Br:1][C:2]1[C:11]([O:12][CH2:13][C:14]2[N:32]=[N:33][NH:34][N:15]=2)=[CH:10][CH:9]=[C:8]2[C:3]=1[CH:4]=[CH:5][C:6]([NH:16][C:17]([C:19]1[C:23]3[CH:24]=[CH:25][CH:26]=[CH:27][C:22]=3[O:21][C:20]=1[CH2:28][CH2:29][CH2:30][CH3:31])=[O:18])=[CH:7]2, predict the reactants needed to synthesize it. The reactants are: [Br:1][C:2]1[C:11]([O:12][CH2:13][C:14]#[N:15])=[CH:10][CH:9]=[C:8]2[C:3]=1[CH:4]=[CH:5][C:6]([NH:16][C:17]([C:19]1[C:23]3[CH:24]=[CH:25][CH:26]=[CH:27][C:22]=3[O:21][C:20]=1[CH2:28][CH2:29][CH2:30][CH3:31])=[O:18])=[CH:7]2.[N-:32]=[N+:33]=[N-:34].[Na+].[Cl-].[NH4+].[OH-].[Na+].